Dataset: Full USPTO retrosynthesis dataset with 1.9M reactions from patents (1976-2016). Task: Predict the reactants needed to synthesize the given product. (1) The reactants are: [OH-].[Li+].[Cl:3][C:4]1[CH:5]=[C:6]([C:14]2[O:18][N:17]=[C:16]([C:19]3[C:20]([CH3:32])=[C:21]4[C:25](=[CH:26][CH:27]=3)[CH2:24][CH:23]([C:28]([O:30]C)=[O:29])[CH2:22]4)[N:15]=2)[CH:7]=[N:8][C:9]=1[O:10][CH:11]([CH3:13])[CH3:12]. Given the product [Cl:3][C:4]1[CH:5]=[C:6]([C:14]2[O:18][N:17]=[C:16]([C:19]3[C:20]([CH3:32])=[C:21]4[C:25](=[CH:26][CH:27]=3)[CH2:24][CH:23]([C:28]([OH:30])=[O:29])[CH2:22]4)[N:15]=2)[CH:7]=[N:8][C:9]=1[O:10][CH:11]([CH3:12])[CH3:13], predict the reactants needed to synthesize it. (2) Given the product [F:1][C:2]1[CH:7]=[C:6]([OH:8])[CH:5]=[CH:4][C:3]=1[C:9]1[N:14]=[C:13]2[NH:15][N:16]=[C:17]([CH3:18])[C:12]2=[C:11]([CH2:19][N:20]2[C:25]([CH3:27])([CH3:26])[CH2:24][N:23]([C:28](=[O:32])[CH2:29][OH:30])[C:22]([CH3:34])([CH3:33])[CH2:21]2)[CH:10]=1, predict the reactants needed to synthesize it. The reactants are: [F:1][C:2]1[CH:7]=[C:6]([OH:8])[CH:5]=[CH:4][C:3]=1[C:9]1[N:14]=[C:13]2[NH:15][N:16]=[C:17]([CH3:18])[C:12]2=[C:11]([CH2:19][N:20]2[C:25]([CH3:27])([CH3:26])[CH2:24][N:23]([C:28](=[O:32])[CH2:29][O:30]C)[C:22]([CH3:34])([CH3:33])[CH2:21]2)[CH:10]=1.FC1C=C(O)C=CC=1C1N=C2NN=C(C)C2=C(CN2CC(C)(C)NCC2(C)C)C=1.C(OCC(Cl)=O)(=O)C. (3) Given the product [C:1]([NH:4][C:5]1[S:6][C:7]([C:11]2[N:12]=[C:13]([C:16]([NH:19][C:20]3[CH:21]=[CH:22][C:23]4[C:28](=[O:29])[O:27][C:26]([CH3:30])([CH3:31])[O:25][C:24]=4[CH:32]=3)=[O:17])[S:14][CH:15]=2)=[C:8]([CH3:10])[N:9]=1)(=[O:3])[CH3:2], predict the reactants needed to synthesize it. The reactants are: [C:1]([NH:4][C:5]1[S:6][C:7]([C:11]2[N:12]=[C:13]([C:16](Cl)=[O:17])[S:14][CH:15]=2)=[C:8]([CH3:10])[N:9]=1)(=[O:3])[CH3:2].[NH2:19][C:20]1[CH:21]=[CH:22][C:23]2[C:28](=[O:29])[O:27][C:26]([CH3:31])([CH3:30])[O:25][C:24]=2[CH:32]=1.C(CC1SC=C(C2SC(NC(=O)C)=NC=2C)N=1)#N.C(N(CC)CC)C. (4) Given the product [F:15][C:12]1[CH:13]=[CH:14][C:9]([CH:6]2[N:5]([S:16]([C:19]3[CH:24]=[CH:23][C:22]([CH3:25])=[CH:21][CH:20]=3)(=[O:17])=[O:18])[CH:4]([CH2:3][CH2:2][N:26]3[CH:30]=[N:29][N:28]=[N:27]3)[CH2:8][CH2:7]2)=[CH:10][CH:11]=1, predict the reactants needed to synthesize it. The reactants are: Cl[CH2:2][CH2:3][CH:4]1[CH2:8][CH2:7][CH:6]([C:9]2[CH:14]=[CH:13][C:12]([F:15])=[CH:11][CH:10]=2)[N:5]1[S:16]([C:19]1[CH:24]=[CH:23][C:22]([CH3:25])=[CH:21][CH:20]=1)(=[O:18])=[O:17].[NH:26]1[CH:30]=[N:29][N:28]=[N:27]1. (5) Given the product [C:16]([C:13]1[S:12][C:11]([C:9](=[O:10])[CH2:6][C:2]#[N:1])=[CH:15][CH:14]=1)([CH3:19])([CH3:18])[CH3:17], predict the reactants needed to synthesize it. The reactants are: [NH2:1][C:2]1[CH:6]=CNN=1.CO[C:9]([C:11]1[S:12][C:13]([C:16]([CH3:19])([CH3:18])[CH3:17])=[CH:14][CH:15]=1)=[O:10]. (6) Given the product [CH3:1][O:2][C:3]1[CH:4]=[C:5]([CH2:11][CH2:12][C:13]#[N:14])[CH:6]=[CH:7][C:8]=1[O:9][CH3:10], predict the reactants needed to synthesize it. The reactants are: [CH3:1][O:2][C:3]1[CH:4]=[C:5](/[CH:11]=[CH:12]/[C:13]#[N:14])[CH:6]=[CH:7][C:8]=1[O:9][CH3:10].[BH4-].[Na+].Cl. (7) Given the product [OH:2][C@@H:6]([CH2:7][C:8]1[CH:13]=[CH:12][CH:11]=[CH:10][CH:9]=1)[C:14]([OH:16])=[O:15], predict the reactants needed to synthesize it. The reactants are: N([O-])=[O:2].[Na+].N[C@H:6]([C:14]([OH:16])=[O:15])[CH2:7][C:8]1[CH:13]=[CH:12][CH:11]=[CH:10][CH:9]=1. (8) Given the product [Cl:1][C:2]1[CH:7]=[CH:6][C:5]([NH:8][C:9]([NH:11][C:12]2[CH:17]=[CH:16][C:15]([O:18][C:19]3[CH:24]=[CH:23][N:22]=[C:21]([C:34]#[N:35])[CH:20]=3)=[CH:14][CH:13]=2)=[O:10])=[CH:4][C:3]=1[C:26]([F:29])([F:28])[F:27], predict the reactants needed to synthesize it. The reactants are: [Cl:1][C:2]1[CH:7]=[CH:6][C:5]([NH:8][C:9]([NH:11][C:12]2[CH:17]=[CH:16][C:15]([O:18][C:19]3[CH:24]=[CH:23][N+:22]([O-])=[CH:21][CH:20]=3)=[CH:14][CH:13]=2)=[O:10])=[CH:4][C:3]=1[C:26]([F:29])([F:28])[F:27].C[Si]([C:34]#[N:35])(C)C.CN(C)C(Cl)=O.C(=O)([O-])[O-].[Na+].[Na+]. (9) Given the product [O:1]1[C@@H:6]2[CH2:7][NH:8][CH2:9][C@H:5]2[O:4][CH2:3][CH2:2]1, predict the reactants needed to synthesize it. The reactants are: [O:1]1[C@@H:6]2[CH2:7][N:8](C(OCC3C=CC=CC=3)=O)[CH2:9][C@H:5]2[O:4][CH2:3][CH2:2]1.